This data is from Full USPTO retrosynthesis dataset with 1.9M reactions from patents (1976-2016). The task is: Predict the reactants needed to synthesize the given product. (1) Given the product [F:10][C:5]12[CH2:8][CH2:9][C:2]([NH:1][CH2:12][C:13]([N:15]3[CH2:19][CH2:18][CH2:17][C@H:16]3[C:20]#[N:21])=[O:14])([CH2:7][CH2:6]1)[CH2:3][CH2:4]2, predict the reactants needed to synthesize it. The reactants are: [NH2:1][C:2]12[CH2:9][CH2:8][C:5]([F:10])([CH2:6][CH2:7]1)[CH2:4][CH2:3]2.Br[CH2:12][C:13]([N:15]1[CH2:19][CH2:18][CH2:17][C@H:16]1[C:20]#[N:21])=[O:14]. (2) Given the product [CH:23]1[C:24]2[C:28]3[CH:29]=[CH:30][CH:31]=[CH:32][C:27]=3[O:26][C:25]=2[C:20]([C:17]2[CH:18]=[CH:19][C:14]([C:11]3[CH:12]=[CH:13][C:8]([CH2:7][S:6][CH2:5][CH2:4][C:3]([OH:33])=[O:2])=[CH:9][CH:10]=3)=[CH:15][CH:16]=2)=[CH:21][CH:22]=1, predict the reactants needed to synthesize it. The reactants are: C[O:2][C:3](=[O:33])[CH2:4][CH2:5][S:6][CH2:7][C:8]1[CH:13]=[CH:12][C:11]([C:14]2[CH:19]=[CH:18][C:17]([C:20]3[C:25]4[O:26][C:27]5[CH:32]=[CH:31][CH:30]=[CH:29][C:28]=5[C:24]=4[CH:23]=[CH:22][CH:21]=3)=[CH:16][CH:15]=2)=[CH:10][CH:9]=1.[OH-].[K+].Cl. (3) Given the product [Cl:2][C:3]1[CH:28]=[CH:27][C:6]2[N:7]3[C:11]([CH2:12][N:13]([C:36](=[O:38])[CH3:37])[CH2:14][C:5]=2[CH:4]=1)=[N:10][N:9]=[C:8]3[C@H:15]1[CH2:20][CH2:19][C@H:18]([C:21]2[CH:22]=[CH:23][CH:24]=[CH:25][CH:26]=2)[CH2:17][CH2:16]1, predict the reactants needed to synthesize it. The reactants are: Cl.[Cl:2][C:3]1[CH:28]=[CH:27][C:6]2[N:7]3[C:11]([CH2:12][NH:13][CH2:14][C:5]=2[CH:4]=1)=[N:10][N:9]=[C:8]3[C@H:15]1[CH2:20][CH2:19][C@H:18]([C:21]2[CH:26]=[CH:25][CH:24]=[CH:23][CH:22]=2)[CH2:17][CH2:16]1.C(N(CC)CC)C.[C:36](Cl)(=[O:38])[CH3:37]. (4) Given the product [CH3:55][O:56][CH2:57][CH2:58][O:59][CH2:60][CH2:61][O:62][CH2:63][CH2:64][O:65][CH2:66][CH2:67][O:68][CH2:69][CH2:70][O:71][CH2:72][CH2:73][O:74][CH2:75][CH2:76][O:77][CH2:78][CH2:79][NH:80][C:27]([C@@H:23]1[CH2:24][CH2:25][CH2:26][N:22]1[CH2:21][CH2:20][N:18]([CH3:19])[C:16](=[O:17])[C:15]1[CH:30]=[CH:31][CH:32]=[C:13]([C:11]([NH:10][C:7]2[CH:8]=[CH:9][C:4]([N:3]([CH2:53][CH3:54])[CH2:1][CH3:2])=[CH:5][C:6]=2[C:33]2[CH:38]=[C:37]([C:39](=[O:52])[NH:40][CH2:41][C:42]3[CH:47]=[CH:46][CH:45]=[C:44]([C:48]([F:51])([F:50])[F:49])[CH:43]=3)[CH:36]=[CH:35][N:34]=2)=[O:12])[CH:14]=1)=[O:29], predict the reactants needed to synthesize it. The reactants are: [CH2:1]([N:3]([CH2:53][CH3:54])[C:4]1[CH:9]=[CH:8][C:7]([NH:10][C:11]([C:13]2[CH:14]=[C:15]([CH:30]=[CH:31][CH:32]=2)[C:16]([N:18]([CH2:20][CH2:21][N:22]2[CH2:26][CH2:25][CH2:24][C@H:23]2[C:27]([OH:29])=O)[CH3:19])=[O:17])=[O:12])=[C:6]([C:33]2[CH:38]=[C:37]([C:39](=[O:52])[NH:40][CH2:41][C:42]3[CH:47]=[CH:46][CH:45]=[C:44]([C:48]([F:51])([F:50])[F:49])[CH:43]=3)[CH:36]=[CH:35][N:34]=2)[CH:5]=1)[CH3:2].[CH3:55][O:56][CH2:57][CH2:58][O:59][CH2:60][CH2:61][O:62][CH2:63][CH2:64][O:65][CH2:66][CH2:67][O:68][CH2:69][CH2:70][O:71][CH2:72][CH2:73][O:74][CH2:75][CH2:76][O:77][CH2:78][CH2:79][NH2:80].CCN(C(C)C)C(C)C.CN(C(ON1N=NC2C=CC=NC1=2)=[N+](C)C)C.F[P-](F)(F)(F)(F)F. (5) Given the product [NH2:1][C:2]1[C:21]([C:22](=[O:23])[NH:42][C:41]2[S:40][N:39]=[C:38]([CH3:43])[C:37]=2[CH:34]2[CH2:36][CH2:35]2)=[C:5]2[N:6]=[C:7]3[CH2:13][CH2:12][N:11]([C:14]([O:16][C:17]([CH3:19])([CH3:18])[CH3:20])=[O:15])[CH2:10][C:8]3=[CH:9][N:4]2[N:3]=1, predict the reactants needed to synthesize it. The reactants are: [NH2:1][C:2]1[C:21]([C:22](ON2C3C=CC=CC=3N=N2)=[O:23])=[C:5]2[N:6]=[C:7]3[CH2:13][CH2:12][N:11]([C:14]([O:16][C:17]([CH3:20])([CH3:19])[CH3:18])=[O:15])[CH2:10][C:8]3=[CH:9][N:4]2[N:3]=1.[CH:34]1([C:37]2[C:38]([CH3:43])=[N:39][S:40][C:41]=2[NH2:42])[CH2:36][CH2:35]1. (6) Given the product [F:21][C:16]1[CH:15]=[C:14]([NH:13][C:2]2[C:11]3[C:6](=[CH:7][CH:8]=[CH:9][C:10]=3[F:12])[N:5]=[CH:4][N:3]=2)[CH:19]=[CH:18][C:17]=1[OH:20], predict the reactants needed to synthesize it. The reactants are: Cl[C:2]1[C:11]2[C:6](=[CH:7][CH:8]=[CH:9][C:10]=2[F:12])[N:5]=[CH:4][N:3]=1.[NH2:13][C:14]1[CH:19]=[CH:18][C:17]([OH:20])=[C:16]([F:21])[CH:15]=1. (7) Given the product [C:8]([C:5]1[CH:6]=[CH:7][C:2]([C:12]([OH:15])=[O:14])=[CH:3][C:4]=1[OH:11])(=[O:10])[CH3:9], predict the reactants needed to synthesize it. The reactants are: Br[C:2]1[CH:7]=[CH:6][C:5]([C:8](=[O:10])[CH3:9])=[C:4]([OH:11])[CH:3]=1.[C:12]([O-:15])(=[O:14])C.[K+].C1(P(C2C=CC=CC=2)CCCP(C2C=CC=CC=2)C2C=CC=CC=2)C=CC=CC=1. (8) Given the product [CH3:21][Si:20]([CH3:23])([CH3:22])[C:18]#[C:19][C:2]1[CH:14]=[C:13]2[C:5]([C:6]3[CH:7]=[CH:8][C:9]([C:16]#[N:17])=[CH:10][C:11]=3[C:12]2=[O:15])=[CH:4][CH:3]=1, predict the reactants needed to synthesize it. The reactants are: Br[C:2]1[CH:14]=[C:13]2[C:5]([C:6]3[CH:7]=[CH:8][C:9]([C:16]#[N:17])=[CH:10][C:11]=3[C:12]2=[O:15])=[CH:4][CH:3]=1.[C:18]([Si:20]([CH3:23])([CH3:22])[CH3:21])#[CH:19].C(N(CC)CC)C. (9) Given the product [CH:21]([C:14]1[C:15]2[O:19][CH:18]=[CH:17][C:16]=2[CH:20]=[C:12]([S:9]([NH:8][C:3]2[CH:4]=[CH:5][CH:6]=[CH:7][C:2]=2[CH3:1])(=[O:10])=[O:11])[CH:13]=1)=[O:24], predict the reactants needed to synthesize it. The reactants are: [CH3:1][C:2]1[CH:7]=[CH:6][CH:5]=[CH:4][C:3]=1[NH:8][S:9]([C:12]1[CH:13]=[C:14]([CH:21]=C)[C:15]2[O:19][CH:18]=[CH:17][C:16]=2[CH:20]=1)(=[O:11])=[O:10].I([O-])(=O)(=O)=[O:24].[Na+].Cl.